This data is from Forward reaction prediction with 1.9M reactions from USPTO patents (1976-2016). The task is: Predict the product of the given reaction. (1) Given the reactants C(OCCC[C:2]1[CH:7]=[CH:6][C:5](Br)=[CH:4][CH:3]=1)[C:2]1[CH:7]=[CH:6][CH:5]=[CH:4][CH:3]=1.[Mg].II.COCO[C:26]1[CH:33]=[CH:32][CH:31]=[CH:30][C:27]=1[CH:28]=[O:29].[Cl-].[NH4+], predict the reaction product. The product is: [C:27]1([CH:28]([C:2]2[CH:7]=[CH:6][CH:5]=[CH:4][CH:3]=2)[OH:29])[CH:30]=[CH:31][CH:32]=[CH:33][CH:26]=1. (2) Given the reactants [Br:1][C:2]1[CH:31]=[CH:30][C:29]([F:32])=[CH:28][C:3]=1[O:4][CH:5]1[CH2:10][CH2:9][N:8]([C:11]2[N:12]=[CH:13][C:14]([C:17]3[N:21]([CH2:22][C:23]([O:25]CC)=[O:24])[N:20]=[N:19][N:18]=3)=[N:15][CH:16]=2)[CH2:7][CH2:6]1.CO.[OH-].[Na+].Cl, predict the reaction product. The product is: [Br:1][C:2]1[CH:31]=[CH:30][C:29]([F:32])=[CH:28][C:3]=1[O:4][CH:5]1[CH2:10][CH2:9][N:8]([C:11]2[N:12]=[CH:13][C:14]([C:17]3[N:21]([CH2:22][C:23]([OH:25])=[O:24])[N:20]=[N:19][N:18]=3)=[N:15][CH:16]=2)[CH2:7][CH2:6]1. (3) Given the reactants [NH2:1][CH:2]([C:9]1[CH:14]=[CH:13][CH:12]=[CH:11][CH:10]=1)[C:3]([N:6]([CH3:8])[CH3:7])([CH3:5])[CH3:4].[CH3:15][O:16][C:17]1[CH:25]=[CH:24][CH:23]=[C:22]([CH3:26])[C:18]=1[C:19](O)=[O:20].C1C=CC2N(O)N=NC=2C=1.C1CCC(N=C=NC2CCCCC2)CC1, predict the reaction product. The product is: [CH3:8][N:6]([CH3:7])[C:3]([CH3:5])([CH3:4])[CH:2]([NH:1][C:19](=[O:20])[C:18]1[C:17]([O:16][CH3:15])=[CH:25][CH:24]=[CH:23][C:22]=1[CH3:26])[C:9]1[CH:10]=[CH:11][CH:12]=[CH:13][CH:14]=1. (4) Given the reactants [Br:1][C:2]1[CH:3]=[C:4]2[C:9](=[CH:10][C:11]=1[CH2:12][N:13]1[CH2:18][CH2:17][N:16]([CH:19]3[CH2:22][N:21](C(OC(C)(C)C)=O)[CH2:20]3)[CH2:15][CH2:14]1)[N:8]=[CH:7][N:6]([NH:30][C:31]1[CH:36]=[C:35]([Cl:37])[CH:34]=[CH:33][C:32]=1[S:38]([CH2:41][CH3:42])(=[O:40])=[O:39])[C:5]2=[O:43].Cl.C(S(N1C=CC=C1CN)(=O)=O)C, predict the reaction product. The product is: [NH:21]1[CH2:20][CH:19]([N:16]2[CH2:17][CH2:18][N:13]([CH2:12][C:11]3[CH:10]=[C:9]4[C:4]([C:5](=[O:43])[N:6]([NH:30][C:31]5[CH:36]=[C:35]([Cl:37])[CH:34]=[CH:33][C:32]=5[S:38]([CH2:41][CH3:42])(=[O:39])=[O:40])[CH:7]=[N:8]4)=[CH:3][C:2]=3[Br:1])[CH2:14][CH2:15]2)[CH2:22]1. (5) Given the reactants [NH2:1][C:2]1[N:7]=[C:6](OS(C2C(C)=CC(C)=CC=2C)(=O)=O)[C:5]([CH2:21][C:22]2[CH:37]=[CH:36][C:25]([CH2:26][N:27]([CH2:34][CH3:35])[CH2:28][C:29]([O:31][CH2:32][CH3:33])=[O:30])=[CH:24][C:23]=2[O:38][CH3:39])=[C:4]([CH3:40])[N:3]=1.[CH2:41]([NH2:45])[CH2:42][CH2:43][CH3:44], predict the reaction product. The product is: [NH2:1][C:2]1[N:7]=[C:6]([NH:45][CH2:41][CH2:42][CH2:43][CH3:44])[C:5]([CH2:21][C:22]2[CH:37]=[CH:36][C:25]([CH2:26][N:27]([CH2:34][CH3:35])[CH2:28][C:29]([O:31][CH2:32][CH3:33])=[O:30])=[CH:24][C:23]=2[O:38][CH3:39])=[C:4]([CH3:40])[N:3]=1. (6) The product is: [Cl:1][C:2]1[CH:27]=[CH:26][C:5]2[N:6]([C:9]3[S:13][C:12]([C:14]([N:30]([O:31][CH3:32])[CH3:29])=[O:15])=[C:11]([O:17][CH2:18][C:19]4[CH:24]=[CH:23][CH:22]=[CH:21][C:20]=4[CH3:25])[CH:10]=3)[CH:7]=[N:8][C:4]=2[CH:3]=1. Given the reactants [Cl:1][C:2]1[CH:27]=[CH:26][C:5]2[N:6]([C:9]3[S:13][C:12]([C:14](O)=[O:15])=[C:11]([O:17][CH2:18][C:19]4[CH:24]=[CH:23][CH:22]=[CH:21][C:20]=4[CH3:25])[CH:10]=3)[CH:7]=[N:8][C:4]=2[CH:3]=1.Cl.[CH3:29][NH:30][O:31][CH3:32].C(N(CC)CC)C.Cl.CN(C)CCCN=C=NCC, predict the reaction product. (7) Given the reactants C(P(C(C)(C)C)C(C)(C)C)(C)(C)C.Br[C:15]1[CH:20]=[CH:19][C:18]([C:21]2[CH:26]=[CH:25][C:24]([N:27]([C:34]3[C:43]4[C:38](=[CH:39][CH:40]=[CH:41][CH:42]=4)[CH:37]=[CH:36][CH:35]=3)[C:28]3[CH:33]=[CH:32][CH:31]=[CH:30][CH:29]=3)=[CH:23][CH:22]=2)=[CH:17][CH:16]=1.[NH2:44][C:45]1[CH:50]=[CH:49][CH:48]=[CH:47][CH:46]=1.C(O[Na])(C)(C)C, predict the reaction product. The product is: [C:28]1([N:27]([C:34]2[C:43]3[C:38](=[CH:39][CH:40]=[CH:41][CH:42]=3)[CH:37]=[CH:36][CH:35]=2)[C:24]2[CH:25]=[CH:26][C:21]([C:18]3[CH:19]=[CH:20][C:15]([NH:44][C:45]4[CH:50]=[CH:49][CH:48]=[CH:47][CH:46]=4)=[CH:16][CH:17]=3)=[CH:22][CH:23]=2)[CH:33]=[CH:32][CH:31]=[CH:30][CH:29]=1. (8) The product is: [CH3:1][O:22][C:21](=[O:23])[CH2:20][C:16]1[CH:17]=[N:18][CH:19]=[C:14]([Br:13])[CH:15]=1. Given the reactants [CH3:1][Si](C=[N+]=[N-])(C)C.CCOCC.[Br:13][C:14]1[CH:15]=[C:16]([CH2:20][C:21]([OH:23])=[O:22])[CH:17]=[N:18][CH:19]=1, predict the reaction product.